Dataset: Reaction yield outcomes from USPTO patents with 853,638 reactions. Task: Predict the reaction yield, written as a fraction of the theoretical maximum amount of product (1.0 means a 100% yield; for example, 0.34 means a 34% yield). The reactants are Cl[CH2:2][C:3]([NH:5][C:6]1[CH:7]=[C:8]([CH:33]=[C:34]([C:36]([F:39])([F:38])[F:37])[CH:35]=1)[C:9]([NH:11][C:12]1[CH:17]=[CH:16][CH:15]=[C:14]([C:18]2[N:23]3[N:24]=[C:25]([C:27]4[CH:32]=[CH:31][N:30]=[CH:29][CH:28]=4)[CH:26]=[C:22]3[N:21]=[CH:20][CH:19]=2)[CH:13]=1)=[O:10])=[O:4].[NH:40]1[CH2:44][CH2:43][CH2:42][CH2:41]1.C(N(CC)CC)C. The catalyst is CN(C=O)C. The product is [N:30]1[CH:31]=[CH:32][C:27]([C:25]2[CH:26]=[C:22]3[N:21]=[CH:20][CH:19]=[C:18]([C:14]4[CH:13]=[C:12]([NH:11][C:9](=[O:10])[C:8]5[CH:33]=[C:34]([C:36]([F:39])([F:38])[F:37])[CH:35]=[C:6]([NH:5][C:3](=[O:4])[CH2:2][N:40]6[CH2:44][CH2:43][CH2:42][CH2:41]6)[CH:7]=5)[CH:17]=[CH:16][CH:15]=4)[N:23]3[N:24]=2)=[CH:28][CH:29]=1. The yield is 0.460.